This data is from Reaction yield outcomes from USPTO patents with 853,638 reactions. The task is: Predict the reaction yield, written as a fraction of the theoretical maximum amount of product (1.0 means a 100% yield; for example, 0.34 means a 34% yield). (1) The reactants are Cl[CH2:2][CH2:3][CH2:4][N:5]1[C:10](=[O:11])[C:9]2[CH:12]=[CH:13][CH:14]=[CH:15][C:8]=2[N:7]=[N:6]1.[NH:16]1[CH2:21][CH:20]=[C:19]([C:22]2[C:30]3[C:25](=[CH:26][CH:27]=[CH:28][CH:29]=3)[NH:24][CH:23]=2)[CH2:18][CH2:17]1. No catalyst specified. The product is [NH:24]1[C:25]2[C:30](=[CH:29][CH:28]=[CH:27][CH:26]=2)[C:22]([C:19]2[CH2:20][CH2:21][N:16]([CH2:2][CH2:3][CH2:4][N:5]3[C:10](=[O:11])[C:9]4[CH:12]=[CH:13][CH:14]=[CH:15][C:8]=4[N:7]=[N:6]3)[CH2:17][CH:18]=2)=[CH:23]1. The yield is 0.790. (2) The reactants are [CH2:1]([N:3]([CH:34]1[CH2:39][CH2:38][O:37][CH2:36][CH2:35]1)[C:4]1[C:5]([CH3:33])=[C:6]([CH:22]=[C:23]([C:25]2[CH:26]=[N:27][C:28]([CH:31]=O)=[CH:29][CH:30]=2)[CH:24]=1)[C:7]([NH:9][CH2:10][C:11]1[C:12](=[O:21])[NH:13][C:14]([CH3:20])=[CH:15][C:16]=1[CH2:17][CH2:18][CH3:19])=[O:8])[CH3:2].[NH:40]1[CH2:45][CH2:44][O:43][CH2:42][CH2:41]1.[BH-](OC(C)=O)(OC(C)=O)OC(C)=O.[Na+]. The catalyst is C(Cl)CCl. The product is [CH2:1]([N:3]([CH:34]1[CH2:39][CH2:38][O:37][CH2:36][CH2:35]1)[C:4]1[C:5]([CH3:33])=[C:6]([CH:22]=[C:23]([C:25]2[CH:26]=[N:27][C:28]([CH2:31][N:40]3[CH2:45][CH2:44][O:43][CH2:42][CH2:41]3)=[CH:29][CH:30]=2)[CH:24]=1)[C:7]([NH:9][CH2:10][C:11]1[C:12](=[O:21])[NH:13][C:14]([CH3:20])=[CH:15][C:16]=1[CH2:17][CH2:18][CH3:19])=[O:8])[CH3:2]. The yield is 0.560. (3) The reactants are [NH:1]1[C:9]2[C:4](=[CH:5][CH:6]=[CH:7][CH:8]=2)[CH2:3][C:2]1=[O:10].[CH3:11][C:12]1[S:16][C:15]([CH:17]=O)=[CH:14][CH:13]=1. The catalyst is N1CCCCC1.C(O)C. The product is [CH3:17][C:15]1[S:16][C:12]([CH:11]=[C:3]2[C:4]3[C:9](=[CH:8][CH:7]=[CH:6][CH:5]=3)[NH:1][C:2]2=[O:10])=[CH:13][CH:14]=1. The yield is 0.990. (4) The reactants are [F:1][C:2]1[CH:7]=[CH:6][CH:5]=[C:4]([F:8])[C:3]=1[C:9]1[NH:13][CH:12]=[C:11]([CH:14]=[O:15])[CH:10]=1.[H-].[Na+].C1OCCOCCOCCOCCOC1.Cl.[N:34]1[CH:39]=[CH:38][CH:37]=[C:36]([S:40](Cl)(=[O:42])=[O:41])[CH:35]=1. The catalyst is O1CCCC1.[Cl-].[Na+].O. The product is [F:1][C:2]1[CH:7]=[CH:6][CH:5]=[C:4]([F:8])[C:3]=1[C:9]1[N:13]([S:40]([C:36]2[CH:35]=[N:34][CH:39]=[CH:38][CH:37]=2)(=[O:42])=[O:41])[CH:12]=[C:11]([CH:14]=[O:15])[CH:10]=1. The yield is 0.840. (5) The reactants are [S:1](=[O:31])(=[O:30])([O:3][CH2:4][C@@H:5]1[C@@H:9]([OH:10])[CH2:8][C@H:7]([N:11]2[C:15]3[N:16]=[CH:17][N:18]=[C:19]([CH2:20][CH2:21][C:22]4[CH:27]=[CH:26][CH:25]=[CH:24][CH:23]=4)[C:14]=3[C:13]([C:28]#[CH:29])=[CH:12]2)[O:6]1)[NH2:2].O. The catalyst is CCO.[Pd]. The product is [S:1](=[O:30])(=[O:31])([O:3][CH2:4][C@@H:5]1[C@@H:9]([OH:10])[CH2:8][C@H:7]([N:11]2[C:15]3[N:16]=[CH:17][N:18]=[C:19]([CH2:20][CH2:21][C:22]4[CH:27]=[CH:26][CH:25]=[CH:24][CH:23]=4)[C:14]=3[C:13]([CH2:28][CH3:29])=[CH:12]2)[O:6]1)[NH2:2]. The yield is 0.110.